Dataset: Reaction yield outcomes from USPTO patents with 853,638 reactions. Task: Predict the reaction yield, written as a fraction of the theoretical maximum amount of product (1.0 means a 100% yield; for example, 0.34 means a 34% yield). The reactants are [CH3:1][O:2][C:3]1[CH:8]=[CH:7][C:6]([CH2:9][N:10]2[C:15](=[O:16])[C:14]([CH2:17][CH2:18][C:19](OCCCC)=[O:20])=[CH:13][C:12](=[O:26])[NH:11]2)=[CH:5][CH:4]=1.[H-].[Al+3].[Li+].[H-].[H-].[H-].C1COCC1.Cl. The catalyst is O1CCOCC1. The product is [OH:20][CH2:19][CH2:18][CH2:17][C:14]1[C:15](=[O:16])[N:10]([CH2:9][C:6]2[CH:5]=[CH:4][C:3]([O:2][CH3:1])=[CH:8][CH:7]=2)[NH:11][C:12](=[O:26])[CH:13]=1. The yield is 0.670.